This data is from Catalyst prediction with 721,799 reactions and 888 catalyst types from USPTO. The task is: Predict which catalyst facilitates the given reaction. Product: [F:18][C:4]1[CH:3]=[C:2]([Cl:1])[C:7]([OH:8])=[CH:6][C:5]=1[N:9]1[C:19](=[O:20])[C:24]([CH3:25])=[C:12]([C:13]([F:16])([F:15])[F:14])[CH:11]=[N:10]1. The catalyst class is: 7. Reactant: [Cl:1][C:2]1[C:7]([OH:8])=[CH:6][C:5]([NH:9][N:10]=[CH:11][C:12](=O)[C:13]([F:16])([F:15])[F:14])=[C:4]([F:18])[CH:3]=1.[C:19]([CH2:24][CH:25]=P(C1C=CC=CC=1)(C1C=CC=CC=1)C1C=CC=CC=1)(OCC)=[O:20].